This data is from Forward reaction prediction with 1.9M reactions from USPTO patents (1976-2016). The task is: Predict the product of the given reaction. (1) Given the reactants [CH2:1]([NH2:8])[C:2]1[CH:7]=[CH:6][CH:5]=[CH:4][CH:3]=1.[CH:9]1([NH:12][C:13]([C:15]2[CH:16]=[C:17]([F:39])[C:18]([CH3:38])=[C:19]([C:21]3[CH:26]=[CH:25][C:24]([C:27](O)=[O:28])=[CH:23][C:22]=3[C:30]([NH:32][C:33]3[S:34][CH:35]=[CH:36][N:37]=3)=[O:31])[CH:20]=2)=[O:14])[CH2:11][CH2:10]1.Cl.CN(C)CCCN=C=NCC.CCOC(C)=O, predict the reaction product. The product is: [CH:9]1([NH:12][C:13]([C:15]2[CH:20]=[C:19]([C:21]3[C:22]([C:30]([NH:32][C:33]4[S:34][CH:35]=[CH:36][N:37]=4)=[O:31])=[CH:23][C:24]([C:27]([NH:8][CH2:1][C:2]4[CH:7]=[CH:6][CH:5]=[CH:4][CH:3]=4)=[O:28])=[CH:25][CH:26]=3)[C:18]([CH3:38])=[C:17]([F:39])[CH:16]=2)=[O:14])[CH2:10][CH2:11]1. (2) Given the reactants [H-].[Li+].[CH2:3](S)CC.C[O:8][C:9]1[CH:26]=[C:25]2[C:12]([C@H:13]3[C@H:22]([CH2:23][S:24]2(=[O:28])=[O:27])[C@:21]2([CH3:29])[C@H:16]([C:17]([CH3:31])([CH3:30])[CH2:18][CH2:19][CH2:20]2)[CH2:15][CH2:14]3)=[C:11]([C:32]([O-:34])=[O:33])[CH:10]=1, predict the reaction product. The product is: [OH:8][C:9]1[CH:26]=[C:25]2[C:12]([C@@:13]3([CH3:3])[C@H:22]([CH2:23][S:24]2(=[O:28])=[O:27])[C@:21]2([CH3:29])[C@H:16]([C:17]([CH3:30])([CH3:31])[CH2:18][CH2:19][CH2:20]2)[CH2:15][CH2:14]3)=[C:11]([C:32]([OH:34])=[O:33])[CH:10]=1. (3) Given the reactants C(O[C:4](=[O:51])[CH2:5][C:6]([C@@H:8]1[CH2:13][CH2:12][CH2:11][N:10]([C:14](=[O:50])[C@@H:15]([NH:17][C:18]([C:20]2[N:24]3[C@:25]([CH3:49])([CH2:37][C:38]4[CH:43]=[CH:42][C:41]([O:44][C:45]([F:48])([F:47])[F:46])=[CH:40][CH:39]=4)[C:26](=[O:36])[N:27]([C:28]4[CH:33]=[C:32]([Cl:34])[CH:31]=[C:30]([Cl:35])[CH:29]=4)[C:23]3=[N:22][CH:21]=2)=[O:19])[CH3:16])[CH2:9]1)=O)C.[NH2:52][NH2:53], predict the reaction product. The product is: [Cl:34][C:32]1[CH:33]=[C:28]([N:27]2[C:26](=[O:36])[C@@:25]([CH3:49])([CH2:37][C:38]3[CH:39]=[CH:40][C:41]([O:44][C:45]([F:48])([F:47])[F:46])=[CH:42][CH:43]=3)[N:24]3[C:20]([C:18]([NH:17][CH:15]([CH3:16])[C:14]([N:10]4[CH2:11][CH2:12][CH2:13][C@@H:8]([C:6]5[NH:53][N:52]=[C:4]([OH:51])[CH:5]=5)[CH2:9]4)=[O:50])=[O:19])=[CH:21][N:22]=[C:23]23)[CH:29]=[C:30]([Cl:35])[CH:31]=1. (4) Given the reactants C[O:2][CH:3](OC)[C:4]1[CH:9]=[CH:8][C:7]([CH2:10][OH:11])=[CH:6][CH:5]=1.OS(O)(=O)=O.C([O-])(O)=O.[Na+], predict the reaction product. The product is: [OH:11][CH2:10][C:7]1[CH:8]=[CH:9][C:4]([CH:3]=[O:2])=[CH:5][CH:6]=1. (5) The product is: [CH:19]([C:16]1[CH:17]=[CH:18][C:13]([C:2]2([NH:1][C:27]([CH:24]3[CH2:26][CH2:25]3)=[O:28])[C:10](=[O:11])[C:9]3[C:4](=[CH:5][CH:6]=[CH:7][CH:8]=3)[C:3]2=[O:12])=[C:14]([O:22][CH3:23])[CH:15]=1)([CH3:21])[CH3:20]. Given the reactants [NH2:1][C:2]1([C:13]2[CH:18]=[CH:17][C:16]([CH:19]([CH3:21])[CH3:20])=[CH:15][C:14]=2[O:22][CH3:23])[C:10](=[O:11])[C:9]2[C:4](=[CH:5][CH:6]=[CH:7][CH:8]=2)[C:3]1=[O:12].[CH:24]1([C:27](Cl)=[O:28])[CH2:26][CH2:25]1.C(N(CC)CC)C, predict the reaction product. (6) Given the reactants [CH3:1][O:2][C:3]1[CH:4]=[C:5]([CH2:11][CH2:12][OH:13])[CH:6]=[CH:7][C:8]=1[O:9][CH3:10].CC(OI1(OC(C)=O)(OC(C)=O)OC(=O)C2C=CC=CC1=2)=O.C(=O)([O-])O.[Na+].S(S([O-])=O)([O-])=O.[Na+].[Na+], predict the reaction product. The product is: [CH3:1][O:2][C:3]1[CH:4]=[C:5]([CH2:11][CH:12]=[O:13])[CH:6]=[CH:7][C:8]=1[O:9][CH3:10]. (7) Given the reactants [Cl:1][C:2]1[CH:7]=[CH:6][C:5]([OH:8])=[CH:4][C:3]=1[NH:9][C:10](=[O:24])[CH:11]([CH2:15][C:16]1[CH:21]=[CH:20][C:19]([C:22]#[N:23])=[CH:18][CH:17]=1)[C:12](=O)[CH3:13].C1(C)C=CC=CC=1.O.C1(C)C=CC(S(O)(=O)=O)=CC=1, predict the reaction product. The product is: [Cl:1][C:2]1[CH:7]=[CH:6][C:5]([OH:8])=[C:4]2[C:3]=1[N:9]=[C:10]([OH:24])[C:11]([CH2:15][C:16]1[CH:21]=[CH:20][C:19]([C:22]#[N:23])=[CH:18][CH:17]=1)=[C:12]2[CH3:13]. (8) Given the reactants F[C:2]1[CH:9]=[C:8]([N:10]2[C@H:14]([CH3:15])[CH2:13][C@@:12]([OH:17])([CH3:16])[C@@H:11]2[CH3:18])[CH:7]=[CH:6][C:3]=1[C:4]#[N:5].[CH3:19][O-:20].[Na+].O, predict the reaction product. The product is: [OH:17][C@@:12]1([CH3:16])[CH2:13][C@@H:14]([CH3:15])[N:10]([C:8]2[CH:7]=[CH:6][C:3]([C:4]#[N:5])=[C:2]([O:20][CH3:19])[CH:9]=2)[C@H:11]1[CH3:18]. (9) Given the reactants N(C(OCC)=O)=NC(OCC)=O.[Cl:13][C:14]1[CH:33]=[CH:32][C:17]([NH:18][C:19]2[C:28]3[C:23](=[CH:24][C:25]([OH:31])=[C:26]([O:29][CH3:30])[CH:27]=3)[N:22]=[CH:21][N:20]=2)=[C:16]([F:34])[CH:15]=1.C1(P(C2C=CC=CC=2)C2C=CC=CC=2)C=CC=CC=1.O[CH2:55][CH2:56][CH2:57][N:58]1[CH2:62][CH2:61][CH2:60][C@H:59]1[C:63](=[O:67])[N:64]([CH3:66])[CH3:65], predict the reaction product. The product is: [ClH:13].[Cl:13][C:14]1[CH:33]=[CH:32][C:17]([NH:18][C:19]2[C:28]3[C:23](=[CH:24][C:25]([O:31][CH2:55][CH2:56][CH2:57][N:58]4[CH2:62][CH2:61][CH2:60][C@H:59]4[C:63](=[O:67])[N:64]([CH3:65])[CH3:66])=[C:26]([O:29][CH3:30])[CH:27]=3)[N:22]=[CH:21][N:20]=2)=[C:16]([F:34])[CH:15]=1. (10) Given the reactants [Cl:1][C:2]1[N:3]=[N:4][C:5](Cl)=[C:6]([CH3:9])[C:7]=1[CH3:8].[CH3:11][C@@H:12]1[CH2:17][NH:16][CH2:15][CH2:14][NH:13]1.C(=O)([O-])[O-].[K+].[K+].Cl[C:25]1[CH:30]=[CH:29][C:28]([C:31]([F:34])([F:33])[F:32])=[CH:27][N:26]=1, predict the reaction product. The product is: [Cl:1][C:2]1[N:3]=[N:4][C:5]([N:16]2[CH2:15][CH2:14][N:13]([C:25]3[CH:30]=[CH:29][C:28]([C:31]([F:34])([F:33])[F:32])=[CH:27][N:26]=3)[C@H:12]([CH3:11])[CH2:17]2)=[C:6]([CH3:9])[C:7]=1[CH3:8].